Dataset: Catalyst prediction with 721,799 reactions and 888 catalyst types from USPTO. Task: Predict which catalyst facilitates the given reaction. (1) Reactant: [F:1][CH2:2][S:3]([C:6]1[CH:11]=[CH:10][CH:9]=[CH:8][CH:7]=1)(=[O:5])=[O:4].C([Li])CCC.[C:17]1(=[N:21][S:22]([C:24]([CH3:27])([CH3:26])[CH3:25])=[O:23])[CH2:20][CH2:19][CH2:18]1. Product: [F:1][CH:2]([S:3]([C:6]1[CH:7]=[CH:8][CH:9]=[CH:10][CH:11]=1)(=[O:4])=[O:5])[C:17]1([NH:21][S:22]([C:24]([CH3:27])([CH3:26])[CH3:25])=[O:23])[CH2:18][CH2:19][CH2:20]1. The catalyst class is: 7. (2) Reactant: [CH2:1]([NH:5][C:6]1[CH:15]=[CH:14][C:9]([C:10]([O:12][CH3:13])=[O:11])=[CH:8][C:7]=1[N+:16]([O-])=O)[CH2:2][CH:3]=[CH2:4].Cl.[Sn](Cl)Cl. Product: [NH2:16][C:7]1[CH:8]=[C:9]([CH:14]=[CH:15][C:6]=1[NH:5][CH2:1][CH2:2][CH:3]=[CH2:4])[C:10]([O:12][CH3:13])=[O:11]. The catalyst class is: 8. (3) Reactant: [F:1][C:2]1[CH:3]=[C:4]([S:10]([NH:13][C:14]2[CH:23]=[CH:22][C:17]([C:18]([O:20]C)=[O:19])=[CH:16][CH:15]=2)(=[O:12])=[O:11])[CH:5]=[CH:6][C:7]=1[O:8]C.B(Br)(Br)Br. Product: [F:1][C:2]1[CH:3]=[C:4]([S:10]([NH:13][C:14]2[CH:23]=[CH:22][C:17]([C:18]([OH:20])=[O:19])=[CH:16][CH:15]=2)(=[O:11])=[O:12])[CH:5]=[CH:6][C:7]=1[OH:8]. The catalyst class is: 2. (4) Reactant: [CH3:1][O:2][C:3]([C:5]1[N:6]([CH2:23][C:24]2[CH:29]=[CH:28][C:27]([OH:30])=[CH:26][CH:25]=2)[C:7](=[O:22])[C:8]2[C:13]([C:14]=1[C:15]1[CH:20]=[CH:19][CH:18]=[CH:17][CH:16]=1)=[CH:12][C:11]([Br:21])=[CH:10][CH:9]=2)=[O:4].[Cl-].[Al+3].[Cl-].[Cl-].[Br:35]Br. Product: [CH3:1][O:2][C:3]([C:5]1[N:6]([CH2:23][C:24]2[CH:25]=[CH:26][C:27]([OH:30])=[C:28]([Br:35])[CH:29]=2)[C:7](=[O:22])[C:8]2[C:13]([C:14]=1[C:15]1[CH:16]=[CH:17][CH:18]=[CH:19][CH:20]=1)=[CH:12][C:11]([Br:21])=[CH:10][CH:9]=2)=[O:4]. The catalyst class is: 4. (5) Reactant: [CH3:1][C:2]1[C:3]([NH:8][C:9]2[S:10][CH:11]=[C:12]([C:14]3[CH:19]=[CH:18][CH:17]=[CH:16][N:15]=3)[N:13]=2)=[N:4][CH:5]=[CH:6][CH:7]=1.[Cl:20]N1C(=O)CCC1=O. Product: [Cl:20][C:11]1[S:10][C:9]([NH:8][C:3]2[C:2]([CH3:1])=[CH:7][CH:6]=[CH:5][N:4]=2)=[N:13][C:12]=1[C:14]1[CH:19]=[CH:18][CH:17]=[CH:16][N:15]=1. The catalyst class is: 4. (6) Reactant: CS(O[CH2:6][C:7]1[CH:12]=[CH:11][CH:10]=[C:9]([NH:13][C:14]([O:16][C:17]([CH3:20])([CH3:19])[CH3:18])=[O:15])[N:8]=1)(=O)=O.[NH:21]1[CH2:26][CH2:25][O:24][CH2:23][CH2:22]1.C(=O)([O-])[O-].[K+].[K+]. Product: [N:21]1([CH2:6][C:7]2[N:8]=[C:9]([NH:13][C:14](=[O:15])[O:16][C:17]([CH3:20])([CH3:19])[CH3:18])[CH:10]=[CH:11][CH:12]=2)[CH2:26][CH2:25][O:24][CH2:23][CH2:22]1. The catalyst class is: 10. (7) Reactant: [C:1]([C:5]1[O:9][C:8]([C@@H:10]2[C@@H:14]3[O:15][C:16]([CH3:19])([CH3:18])[O:17][C@H:13]3[C@H:12]([N:20]3[CH:28]=[N:27][C:26]4[C:21]3=[N:22][CH:23]=[N:24][C:25]=4[NH:29][C:30]3[CH:35]=[CH:34][C:33]([Cl:36])=[CH:32][C:31]=3[F:37])[O:11]2)=[N:7][N:6]=1)([CH3:4])([CH3:3])[CH3:2].C(C1OC([C@@H]2[C@@H](O)[C@@H](O)[C@H](N3C=NC4C3=NC=NC=4NC3C=CC(Cl)=CC=3F)O2)=NN=1)(C)(C)C.O. Product: [C:1]([C:5]1[O:9][C:8]([C@@H:10]2[C@@H:14]3[O:15][C:16]([CH3:19])([CH3:18])[O:17][C@H:13]3[C@H:12]([N:20]3[CH:28]=[N:27][C:26]4[C:21]3=[N:22][CH:23]=[N:24][C:25]=4[NH:29][C:30]3[CH:35]=[CH:34][C:33]([Cl:36])=[CH:32][C:31]=3[F:37])[O:11]2)=[N:7][N:6]=1)([CH3:2])([CH3:3])[CH3:4]. The catalyst class is: 55. (8) Reactant: Cl.Cl.[NH2:3][C@@H:4]1[CH2:6][C@H:5]1[C:7]1[CH:27]=[CH:26][C:10]([C:11]([NH:13][C:14]2[CH:19]=[CH:18][C:17]([C:20]3[N:25]=[CH:24][CH:23]=[CH:22][N:21]=3)=[CH:16][CH:15]=2)=[O:12])=[CH:9][CH:8]=1.C(=O)([O-])O.[Na+].[CH:33]1([CH:36]=O)[CH2:35][CH2:34]1.[BH4-].[Na+].[C:48](O[C:48]([O:50][C:51]([CH3:54])([CH3:53])[CH3:52])=[O:49])([O:50][C:51]([CH3:54])([CH3:53])[CH3:52])=[O:49]. Product: [CH:33]1([CH2:36][N:3]([C@@H:4]2[CH2:6][C@H:5]2[C:7]2[CH:8]=[CH:9][C:10]([C:11](=[O:12])[NH:13][C:14]3[CH:19]=[CH:18][C:17]([C:20]4[N:21]=[CH:22][CH:23]=[CH:24][N:25]=4)=[CH:16][CH:15]=3)=[CH:26][CH:27]=2)[C:48](=[O:49])[O:50][C:51]([CH3:52])([CH3:53])[CH3:54])[CH2:35][CH2:34]1. The catalyst class is: 87. (9) Reactant: Cl.[CH3:2][O:3][C:4](=[O:11])[CH2:5][CH2:6][CH2:7][CH2:8][CH2:9][NH2:10].N1C=CC=CC=1.[C:18](Cl)(=[O:20])[CH3:19].Cl. Product: [C:18]([NH:10][CH2:9][CH2:8][CH2:7][CH2:6][CH2:5][C:4]([O:3][CH3:2])=[O:11])(=[O:20])[CH3:19]. The catalyst class is: 366.